This data is from Catalyst prediction with 721,799 reactions and 888 catalyst types from USPTO. The task is: Predict which catalyst facilitates the given reaction. (1) Reactant: C(N(CC)CC)C.[CH3:8][S:9](Cl)(=[O:11])=[O:10].[C:13]([NH:17][C:18]([C:20]1[CH:24]=[C:23]([C:25]2[CH:30]=[CH:29][C:28]([CH2:31][NH2:32])=[CH:27][N:26]=2)[N:22]([C:33]2[CH:38]=[CH:37][CH:36]=[CH:35][CH:34]=2)[N:21]=1)=[O:19])([CH3:16])([CH3:15])[CH3:14].O. Product: [C:13]([NH:17][C:18]([C:20]1[CH:24]=[C:23]([C:25]2[CH:30]=[CH:29][C:28]([CH2:31][NH:32][S:9]([CH3:8])(=[O:11])=[O:10])=[CH:27][N:26]=2)[N:22]([C:33]2[CH:38]=[CH:37][CH:36]=[CH:35][CH:34]=2)[N:21]=1)=[O:19])([CH3:16])([CH3:14])[CH3:15]. The catalyst class is: 4. (2) Reactant: [NH2:1][C@H:2]([C:7]([OH:9])=[O:8])[C:3]([SH:6])([CH3:5])[CH3:4].[OH-].[Na+].[CH3:12]I.Cl[C:15]([O:17][CH3:18])=[O:16]. Product: [CH3:18][O:17][C:15]([NH:1][C@@H:2]([C:3]([CH3:5])([S:6][CH3:12])[CH3:4])[C:7]([OH:9])=[O:8])=[O:16]. The catalyst class is: 5.